Dataset: Catalyst prediction with 721,799 reactions and 888 catalyst types from USPTO. Task: Predict which catalyst facilitates the given reaction. Reactant: [C:1]([Si:5]([CH3:30])([CH3:29])[O:6][C:7]1[CH:12]=[CH:11][C:10]([C:13]([C:18]2[S:22][C:21]([S:23](N)(=[O:25])=[O:24])=[C:20]([CH3:27])[CH:19]=2)([CH2:16][CH3:17])[CH2:14][CH3:15])=[CH:9][C:8]=1[CH3:28])([CH3:4])([CH3:3])[CH3:2].C(N(C)C)(=[O:33])C.C(N(C)C)=O. Product: [C:1]([Si:5]([CH3:30])([CH3:29])[O:6][C:7]1[CH:12]=[CH:11][C:10]([C:13]([C:18]2[S:22][C:21]([S:23]([OH:33])(=[O:25])=[O:24])=[C:20]([CH3:27])[CH:19]=2)([CH2:16][CH3:17])[CH2:14][CH3:15])=[CH:9][C:8]=1[CH3:28])([CH3:4])([CH3:3])[CH3:2]. The catalyst class is: 49.